This data is from Reaction yield outcomes from USPTO patents with 853,638 reactions. The task is: Predict the reaction yield, written as a fraction of the theoretical maximum amount of product (1.0 means a 100% yield; for example, 0.34 means a 34% yield). (1) The catalyst is CC([O-])=O.CC([O-])=O.[Pd+2].[Cl-].C(C1C=CC=C(C(C)C)C=1[NH+]1CCN(C2C(C(C)C)=CC=CC=2C(C)C)C1)(C)C.CCOC(C)=O. The product is [F:9][C:10]1[CH:11]=[C:12]([CH:13]=[CH:25][C:24]2[CH:27]=[CH:28][C:21]([F:20])=[CH:22][CH:23]=2)[CH:16]=[C:17]([F:19])[CH:18]=1. The yield is 0.800. The reactants are CC1C=CC(C)=CC=1.[F:9][C:10]1[CH:11]=[C:12]([CH:16]=[C:17]([F:19])[CH:18]=1)[C:13](Cl)=O.[F:20][C:21]1[CH:28]=[CH:27][C:24]([CH:25]=C)=[CH:23][CH:22]=1.CN1CCOCC1. (2) The reactants are [CH3:1][O:2][CH2:3][CH2:4][OH:5].O[N:7]1[C:11](=[O:12])[C:10]2=[CH:13][CH:14]=[CH:15][CH:16]=[C:9]2[C:8]1=[O:17].C1(P(C2C=CC=CC=2)C2C=CC=CC=2)C=CC=CC=1.N(C(OC(C)C)=O)=NC(OC(C)C)=O. The catalyst is C1COCC1. The product is [CH3:1][O:2][CH2:3][CH2:4][O:5][N:7]1[C:11](=[O:12])[C:10]2[C:9](=[CH:16][CH:15]=[CH:14][CH:13]=2)[C:8]1=[O:17]. The yield is 0.892. (3) The reactants are [CH3:1][O:2][C:3]1[CH:12]=[C:11]([O:13][CH3:14])[C:10]2[C:5](=[CH:6][CH:7]=[CH:8][CH:9]=2)[N:4]=1.[Li]CCCC.Cl[C:21]([O:23][CH2:24][CH3:25])=[O:22].O. The catalyst is C1COCC1. The product is [CH3:1][O:2][C:3]1[C:12]([C:21]([O:23][CH2:24][CH3:25])=[O:22])=[C:11]([O:13][CH3:14])[C:10]2[C:5](=[CH:6][CH:7]=[CH:8][CH:9]=2)[N:4]=1. The yield is 0.600. (4) The reactants are [CH2:1]([O:3][C:4]1[CH:5]=[C:6]([C:12]([OH:18])=[C:13]([C:16]#[N:17])[C:14]#[N:15])[CH:7]=[CH:8][C:9]=1[O:10][CH3:11])[CH3:2].[C:19](=O)(O)[O-].[Na+].O1CCOCC1.COS(OC)(=O)=O. The catalyst is O. The product is [CH2:1]([O:3][C:4]1[CH:5]=[C:6]([C:12]([O:18][CH3:19])=[C:13]([C:14]#[N:15])[C:16]#[N:17])[CH:7]=[CH:8][C:9]=1[O:10][CH3:11])[CH3:2]. The yield is 0.545. (5) The reactants are O[C:2]1[CH:7]=[CH:6][N:5]=[CH:4][C:3]=1[NH:8][C:9]([C:11]1[CH:20]=[CH:19][C:14]([C:15]([O:17][CH3:18])=[O:16])=[CH:13][CH:12]=1)=[O:10].C[Si](OP(=O)=O)(C)C. The catalyst is C(OCC)C. The product is [O:10]1[C:2]2[CH:7]=[CH:6][N:5]=[CH:4][C:3]=2[N:8]=[C:9]1[C:11]1[CH:20]=[CH:19][C:14]([C:15]([O:17][CH3:18])=[O:16])=[CH:13][CH:12]=1. The yield is 0.790. (6) The reactants are [C:1](=[O:4])([O-])[O-].[K+].[K+].CI.CS(C)=O.Br.[Br:14][C:15]1[CH:16]=[N:17][C:18](O)=[N:19][CH:20]=1. The catalyst is O. The product is [Br:14][C:15]1[CH:20]=[N:19][C:1](=[O:4])[N:17]([CH3:18])[CH:16]=1. The yield is 0.450. (7) The reactants are [C-:1]#[N:2].[K+].[CH3:4][O:5][C:6]([C:8]1[CH:12]=[C:11]([CH2:13]Cl)[S:10][CH:9]=1)=[O:7]. The catalyst is CN(C=O)C.[Na+].[Cl-]. The product is [CH3:4][O:5][C:6]([C:8]1[CH:12]=[C:11]([CH2:13][C:1]#[N:2])[S:10][CH:9]=1)=[O:7]. The yield is 1.00.